From a dataset of Catalyst prediction with 721,799 reactions and 888 catalyst types from USPTO. Predict which catalyst facilitates the given reaction. Product: [CH:20]1([C:18]([NH:17][C:15]2[N:16]=[C:11]3[CH:10]=[CH:9][C:8]([O:7][C:6]4[CH:23]=[C:2]([NH:1][C:31]([C:30]5[N:26]([CH3:25])[N:27]=[C:28]([CH3:34])[CH:29]=5)=[O:32])[CH:3]=[CH:4][C:5]=4[CH3:24])=[CH:13][N:12]3[N:14]=2)=[O:19])[CH2:22][CH2:21]1. The catalyst class is: 80. Reactant: [NH2:1][C:2]1[CH:3]=[CH:4][C:5]([CH3:24])=[C:6]([CH:23]=1)[O:7][C:8]1[CH:9]=[CH:10][C:11]2[N:12]([N:14]=[C:15]([NH:17][C:18]([CH:20]3[CH2:22][CH2:21]3)=[O:19])[N:16]=2)[CH:13]=1.[CH3:25][N:26]1[C:30]([C:31](Cl)=[O:32])=[CH:29][C:28]([CH3:34])=[N:27]1.